Dataset: Reaction yield outcomes from USPTO patents with 853,638 reactions. Task: Predict the reaction yield, written as a fraction of the theoretical maximum amount of product (1.0 means a 100% yield; for example, 0.34 means a 34% yield). (1) The reactants are [Cl:1][C:2]1[CH:3]=[C:4]([CH:8]([C:10]2[CH:11]=[N:12][CH:13]=[CH:14][C:15]=2[Cl:16])[OH:9])[CH:5]=[CH:6][CH:7]=1. The catalyst is O1CCOCC1.O=[Mn]=O. The product is [Cl:1][C:2]1[CH:3]=[C:4]([C:8]([C:10]2[CH:11]=[N:12][CH:13]=[CH:14][C:15]=2[Cl:16])=[O:9])[CH:5]=[CH:6][CH:7]=1. The yield is 0.960. (2) The reactants are [C:1](Cl)(=[O:5])[C:2](Cl)=[O:3].[Br:7][C:8]1[CH:9]=[C:10]([SH:14])[CH:11]=[CH:12][CH:13]=1.[Cl-].[Al+3].[Cl-].[Cl-]. The catalyst is CCOCC.CCOC(C)=O. The product is [Br:7][C:8]1[CH:13]=[CH:12][C:11]2[C:2](=[O:3])[C:1](=[O:5])[S:14][C:10]=2[CH:9]=1. The yield is 0.500. (3) The reactants are [CH:1]([C:4]1[CH:9]=[C:8]([CH3:10])[CH:7]=[CH:6][C:5]=1[NH:11][C:12]([NH:14][C:15]([NH:17][CH2:18][C:19]1[CH:24]=[CH:23][C:22]([C:25]2[N:29]=[CH:28][N:27]([C:30]3[CH:35]=[CH:34][C:33]([O:36][C:37]([F:40])([F:39])[F:38])=[CH:32][CH:31]=3)[N:26]=2)=[CH:21][CH:20]=1)=[O:16])=[S:13])([CH3:3])[CH3:2].C([O-])(=O)C.[Na+].Cl[CH2:47][C:48](=O)[CH3:49].C(#N)C. The catalyst is [Cl-].[Na+].O.ClCCl. The product is [CH:1]([C:4]1[CH:9]=[C:8]([CH3:10])[CH:7]=[CH:6][C:5]=1[N:11]1[C:48]([CH3:49])=[CH:47][S:13]/[C:12]/1=[N:14]\[C:15]([NH:17][CH2:18][C:19]1[CH:20]=[CH:21][C:22]([C:25]2[N:29]=[CH:28][N:27]([C:30]3[CH:31]=[CH:32][C:33]([O:36][C:37]([F:40])([F:39])[F:38])=[CH:34][CH:35]=3)[N:26]=2)=[CH:23][CH:24]=1)=[O:16])([CH3:3])[CH3:2]. The yield is 0.210. (4) The reactants are [Cl:1][C:2]1[N:19]=[C:18]([CH3:20])[CH:17]=[CH:16][C:3]=1[C:4]([NH:6][C:7]([CH3:15])([C:9]1[CH:14]=[CH:13][CH:12]=[CH:11][CH:10]=1)[CH3:8])=[O:5].CN([CH:24]=[O:25])C. The catalyst is C1COCC1. The product is [Cl:1][C:2]1[C:3]2[C:4](=[O:5])[N:6]([C:7]([CH3:15])([C:9]3[CH:14]=[CH:13][CH:12]=[CH:11][CH:10]=3)[CH3:8])[CH:24]([OH:25])[C:16]=2[CH:17]=[C:18]([CH3:20])[N:19]=1. The yield is 0.590. (5) The reactants are Cl[C:2]1[N:7]=[CH:6][C:5]2[C:8]([N:14]3[CH2:18][CH2:17][CH2:16][CH2:15]3)=[N:9][N:10]([CH:11]([CH3:13])[CH3:12])[C:4]=2[CH:3]=1.[NH2:19][C:20]1[CH:25]=[CH:24][N:23]=[C:22]([N:26]2[CH2:31][CH2:30][CH:29]([OH:32])[C:28]([CH3:34])([CH3:33])[CH2:27]2)[N:21]=1.CC(C)([O-])C.[Na+].C(O)(C)(C)C. No catalyst specified. The product is [CH:11]([N:10]1[C:4]2[CH:3]=[C:2]([NH:19][C:20]3[CH:25]=[CH:24][N:23]=[C:22]([N:26]4[CH2:31][CH2:30][CH:29]([OH:32])[C:28]([CH3:34])([CH3:33])[CH2:27]4)[N:21]=3)[N:7]=[CH:6][C:5]=2[C:8]([N:14]2[CH2:18][CH2:17][CH2:16][CH2:15]2)=[N:9]1)([CH3:13])[CH3:12]. The yield is 0.420. (6) The reactants are [CH2:1](Br)[C:2]1[CH:7]=[CH:6][CH:5]=[CH:4][CH:3]=1.[OH:9][C:10]1[CH:11]=[C:12]([CH:15]=[CH:16][CH:17]=1)[CH:13]=[O:14].C(=O)([O-])[O-].[K+].[K+].C(Cl)Cl. The catalyst is C(#N)C.O. The product is [CH2:1]([O:9][C:10]1[CH:11]=[C:12]([CH:15]=[CH:16][CH:17]=1)[CH:13]=[O:14])[C:2]1[CH:7]=[CH:6][CH:5]=[CH:4][CH:3]=1. The yield is 0.980. (7) The yield is 0.900. The product is [CH3:35][C:34]([O:15][CH2:14][CH:13]([CH2:16][O:17][C:23]([CH3:24])=[O:41])[CH2:12][CH2:11][N:8]1[C:9]2[N:10]=[C:2]([NH2:1])[N:3]=[CH:4][C:5]=2[N:6]=[CH:7]1)=[O:36]. The catalyst is ClCCl. The reactants are [NH2:1][C:2]1[N:10]=[C:9]2[C:5]([N:6]=[CH:7][N:8]2[CH2:11][CH2:12][CH:13]([CH2:16][OH:17])[CH2:14][OH:15])=[CH:4][N:3]=1.C(N([CH2:23][CH3:24])CC)C.CN(C1C=CC=CN=1)C.[C:34](OC(=O)C)(=[O:36])[CH3:35].[OH2:41]. (8) The reactants are [CH2:1]([O:3][C@@H:4]1[CH2:8][N:7]([C:9](=[O:19])[C@H:10]([CH:16]([CH3:18])[CH3:17])[NH:11][C:12]([O:14][CH3:15])=[O:13])[C@H:6]([C:20]2[NH:24][C:23]3[C:25]4[C:30]([CH:31]=[CH:32][C:22]=3[N:21]=2)=[CH:29][C:28]2[C:33]3[C:38]([CH2:39][O:40][C:27]=2[CH:26]=4)=[CH:37][C:36]([C:41]2[NH:45][C:44]([C@@H:46]4[CH2:50][CH2:49][CH2:48][N:47]4[C:51](OC(C)(C)C)=[O:52])=[N:43][CH:42]=2)=[CH:35][CH:34]=3)[CH2:5]1)[CH3:2].Cl.[CH3:59][O:60][C:61]([NH:63][C@H:64]([C:68]1[CH:73]=[CH:72][CH:71]=[CH:70][CH:69]=1)C(O)=O)=[O:62].CCN(C(C)C)C(C)C.CCOC(C(C#N)=NOC(N1CCOCC1)=[N+](C)C)=O.F[P-](F)(F)(F)(F)F. The catalyst is C(Cl)Cl.CO.CN(C=O)C. The product is [CH2:1]([O:3][C@@H:4]1[CH2:8][N:7]([C:9](=[O:19])[C@@H:10]([NH:11][C:12]([O:14][CH3:15])=[O:13])[CH:16]([CH3:18])[CH3:17])[C@H:6]([C:20]2[NH:24][C:23]3[C:25]4[C:30]([CH:31]=[CH:32][C:22]=3[N:21]=2)=[CH:29][C:28]2[C:33]3[C:38]([CH2:39][O:40][C:27]=2[CH:26]=4)=[CH:37][C:36]([C:41]2[NH:45][C:44]([C@@H:46]4[CH2:50][CH2:49][CH2:48][N:47]4[C:51](=[O:52])[C@H:64]([NH:63][C:61](=[O:62])[O:60][CH3:59])[C:68]4[CH:73]=[CH:72][CH:71]=[CH:70][CH:69]=4)=[N:43][CH:42]=2)=[CH:35][CH:34]=3)[CH2:5]1)[CH3:2]. The yield is 0.180.